Task: Predict the reactants needed to synthesize the given product.. Dataset: Full USPTO retrosynthesis dataset with 1.9M reactions from patents (1976-2016) (1) Given the product [Cl:1][C:2]1[CH:3]=[C:4]([C:9]([C:23]([F:26])([F:24])[F:25])=[CH:10][C:11]([C:13]2[CH:21]=[CH:20][C:16]([C:17]([NH2:19])=[O:18])=[C:15]([CH3:22])[CH:14]=2)=[O:12])[CH:5]=[C:6]([Cl:8])[CH:7]=1, predict the reactants needed to synthesize it. The reactants are: [Cl:1][C:2]1[CH:3]=[C:4]([C:9](O)([C:23]([F:26])([F:25])[F:24])[CH2:10][C:11]([C:13]2[CH:21]=[CH:20][C:16]([C:17]([NH2:19])=[O:18])=[C:15]([CH3:22])[CH:14]=2)=[O:12])[CH:5]=[C:6]([Cl:8])[CH:7]=1.C1(C)C=CC=CC=1.C(OC(=O)C)(=O)C.C(N(CC)CC)C. (2) Given the product [CH3:1][O:2][C:3]1[CH:4]=[C:5]([CH:21]=[CH:22][C:23]=1[O:24][CH3:25])[CH2:6][CH:7]1[C:16]2[C:11](=[CH:12][C:13]([O:19][CH3:20])=[C:14]([O:17][CH3:18])[CH:15]=2)[CH2:10][CH2:9][N:8]1[CH2:27][C:28]([NH:42][CH:33]1[C:34]2[C:39](=[CH:38][CH:37]=[CH:36][CH:35]=2)[CH2:40][CH2:41][CH:32]1[CH3:31])=[O:29], predict the reactants needed to synthesize it. The reactants are: [CH3:1][O:2][C:3]1[CH:4]=[C:5]([CH:21]=[CH:22][C:23]=1[O:24][CH3:25])[CH2:6][CH:7]1[C:16]2[C:11](=[CH:12][C:13]([O:19][CH3:20])=[C:14]([O:17][CH3:18])[CH:15]=2)[CH2:10][CH2:9][NH:8]1.Br[CH2:27][C:28](Br)=[O:29].[CH3:31][CH:32]1[CH2:41][CH2:40][C:39]2[C:34](=[CH:35][CH:36]=[CH:37][CH:38]=2)[CH:33]1[NH2:42]. (3) Given the product [CH2:1]([N:8]1[CH2:13][CH2:12][N:11]([C:14]([C:16]2[CH:20]=[C:19]([CH3:21])[N:18]([C:22]3[CH:27]=[CH:26][CH:25]=[CH:24][CH:23]=3)[C:17]=2[C:28]2[CH:33]=[CH:32][CH:31]=[CH:30][CH:29]=2)=[O:15])[CH:10]([CH2:34][CH2:35][N:36]([CH:46]([CH3:48])[CH3:47])[C:37](=[O:45])[CH2:38][CH2:39][C:40]([OH:42])=[O:41])[CH2:9]1)[C:2]1[CH:7]=[CH:6][CH:5]=[CH:4][CH:3]=1, predict the reactants needed to synthesize it. The reactants are: [CH2:1]([N:8]1[CH2:13][CH2:12][N:11]([C:14]([C:16]2[CH:20]=[C:19]([CH3:21])[N:18]([C:22]3[CH:27]=[CH:26][CH:25]=[CH:24][CH:23]=3)[C:17]=2[C:28]2[CH:33]=[CH:32][CH:31]=[CH:30][CH:29]=2)=[O:15])[CH:10]([CH2:34][CH2:35][N:36]([CH:46]([CH3:48])[CH3:47])[C:37](=[O:45])[CH2:38][CH2:39][C:40]([O:42]CC)=[O:41])[CH2:9]1)[C:2]1[CH:7]=[CH:6][CH:5]=[CH:4][CH:3]=1.[OH-].[Li+].Cl.[Cl-].[Na+]. (4) Given the product [CH3:13][O:12][C:10](=[O:11])[CH2:9][O:7][C:4]([CH3:14])([CH3:3])[C:5]#[CH:6], predict the reactants needed to synthesize it. The reactants are: [H-].[Na+].[CH3:3][CH:4]([OH:7])[C:5]#[CH:6].Br[CH2:9][C:10]([O:12][CH3:13])=[O:11].[CH2:14]1COCC1.